From a dataset of Full USPTO retrosynthesis dataset with 1.9M reactions from patents (1976-2016). Predict the reactants needed to synthesize the given product. (1) Given the product [Cl:1][C:2]1[CH:7]=[C:6]([C:15]2[CH:20]=[CH:19][CH:18]=[CH:17][CH:16]=2)[N:5]=[CH:4][N:3]=1, predict the reactants needed to synthesize it. The reactants are: [Cl:1][C:2]1[CH:7]=[C:6](Cl)[N:5]=[CH:4][N:3]=1.C(=O)([O-])[O-].[Na+].[Na+].[C:15]1(B(O)O)[CH:20]=[CH:19][CH:18]=[CH:17][CH:16]=1. (2) Given the product [CH:1]1([N:7]2[C:11](=[O:12])[C:10]([NH:13][C:14]([C:16]3[C:20]([CH3:21])=[C:19]([CH:22]4[CH2:23][CH2:24][C:25]([CH3:28])([CH3:29])[CH2:26][CH2:27]4)[O:18][N:17]=3)=[O:15])=[C:9]([CH3:30])[N:8]2[CH3:31])[CH2:6][CH2:5][CH2:4][CH2:3][CH2:2]1, predict the reactants needed to synthesize it. The reactants are: [CH:1]1([N:7]2[C:11](=[O:12])[C:10]([NH:13][C:14]([C:16]3[C:20]([CH3:21])=[C:19]([C:22]4[CH2:27][CH2:26][C:25]([CH3:29])([CH3:28])[CH2:24][CH:23]=4)[O:18][N:17]=3)=[O:15])=[C:9]([CH3:30])[N:8]2[CH3:31])[CH2:6][CH2:5][CH2:4][CH2:3][CH2:2]1. (3) Given the product [Cl:20][C:9]1[N:8]=[CH:7][N:6]=[C:5]2[N:4]([CH3:12])[N:3]=[C:2]([I:1])[C:10]=12, predict the reactants needed to synthesize it. The reactants are: [I:1][C:2]1[C:10]2[C:5](=[N:6][CH:7]=[N:8][C:9]=2O)[N:4]([CH3:12])[N:3]=1.CN(C)C=O.P(Cl)(Cl)([Cl:20])=O.C(=O)(O)[O-].[Na+]. (4) Given the product [CH2:1]([O:5][S:6](/[CH:9]=[CH:30]/[C:28]1[S:29][C:25]([Br:24])=[CH:26][CH:27]=1)(=[O:8])=[O:7])[CH2:2][CH2:3][CH3:4], predict the reactants needed to synthesize it. The reactants are: [CH2:1]([O:5][S:6]([CH3:9])(=[O:8])=[O:7])[CH2:2][CH2:3][CH3:4].C([Li])CCC.C(OP(Cl)(OCC)=O)C.[Br:24][C:25]1[S:29][C:28]([CH:30]=O)=[CH:27][CH:26]=1. (5) Given the product [Br:7][C:8]1[CH:9]=[CH:10][C:11]([O:16][CH2:17][CH2:18][N:19]2[CH2:23][CH2:22][CH2:21][CH2:20]2)=[C:12]([CH2:13][OH:14])[CH:15]=1, predict the reactants needed to synthesize it. The reactants are: [H-].[Al+3].[Li+].[H-].[H-].[H-].[Br:7][C:8]1[CH:9]=[CH:10][C:11]([O:16][CH2:17][CH2:18][N:19]2[CH2:23][CH2:22][CH2:21][CH2:20]2)=[C:12]([CH:15]=1)[CH:13]=[O:14].[Cl-].[NH4+].